From a dataset of Full USPTO retrosynthesis dataset with 1.9M reactions from patents (1976-2016). Predict the reactants needed to synthesize the given product. Given the product [C:21]1([CH3:31])[CH:26]=[CH:25][C:24]([S:27]([NH:1][C:2]2[CH:7]=[CH:6][CH:5]=[CH:4][C:3]=2[C:8]2[C:9](=[O:14])[CH2:10][CH2:11][C:12]=2[CH3:13])(=[O:29])=[O:28])=[CH:23][CH:22]=1, predict the reactants needed to synthesize it. The reactants are: [NH2:1][C:2]1[CH:7]=[CH:6][CH:5]=[CH:4][C:3]=1[C:8]1[C:9](=[O:14])[CH2:10][CH2:11][C:12]=1[CH3:13].N1C=CC=CC=1.[C:21]1([CH3:31])[CH:26]=[CH:25][C:24]([S:27](Cl)(=[O:29])=[O:28])=[CH:23][CH:22]=1.